This data is from Forward reaction prediction with 1.9M reactions from USPTO patents (1976-2016). The task is: Predict the product of the given reaction. (1) Given the reactants [CH3:1][O:2][Si:3]([CH2:8][CH2:9][C:10]1[CH:15]=[CH:14][CH:13]=[CH:12][N:11]=1)([O:6][CH3:7])[O:4][CH3:5].[C:16]([OH:23])(=[O:22])/[CH:17]=[CH:18]\[C:19]([OH:21])=[O:20], predict the reaction product. The product is: [C:16]([O-:23])(=[O:22])/[CH:17]=[CH:18]\[C:19]([O-:21])=[O:20].[CH3:1][O:2][Si:3]([CH2:8][CH2:9][C:10]1[CH:15]=[CH:14][CH:13]=[CH:12][NH+:11]=1)([O:6][CH3:7])[O:4][CH3:5].[CH3:1][O:2][Si:3]([CH2:8][CH2:9][C:10]1[CH:15]=[CH:14][CH:13]=[CH:12][NH+:11]=1)([O:6][CH3:7])[O:4][CH3:5]. (2) Given the reactants C(O)(C(F)(F)F)=O.C(Cl)Cl.[C:11]([C:13]1[CH:14]=[C:15]([C:19]2[CH:33]=[C:32]([CH2:34][NH:35][S:36]([C:39]3[CH:44]=[CH:43][C:42]([F:45])=[CH:41][CH:40]=3)(=[O:38])=[O:37])[CH:31]=[CH:30][C:20]=2[O:21][CH2:22][C:23]([O:25]C(C)(C)C)=[O:24])[CH:16]=[CH:17][CH:18]=1)#[N:12], predict the reaction product. The product is: [C:11]([C:13]1[CH:14]=[C:15]([C:19]2[CH:33]=[C:32]([CH2:34][NH:35][S:36]([C:39]3[CH:40]=[CH:41][C:42]([F:45])=[CH:43][CH:44]=3)(=[O:38])=[O:37])[CH:31]=[CH:30][C:20]=2[O:21][CH2:22][C:23]([OH:25])=[O:24])[CH:16]=[CH:17][CH:18]=1)#[N:12]. (3) Given the reactants [Si]([O:8][CH2:9][C:10]1[CH:11]=[C:12]([C:25]2[CH:26]=[CH:27][C:28]3[C:33]([CH:34]=2)=[CH:32][CH:31]=[CH:30][CH:29]=3)[CH:13]=[C:14]([CH2:16][O:17][Si](C(C)(C)C)(C)C)[CH:15]=1)(C(C)(C)C)(C)C.[C:35](Cl)([C:52]1[CH:57]=[CH:56][CH:55]=[CH:54][CH:53]=1)([C:44]1[CH:51]=[CH:50][C:47]([O:48][CH3:49])=[CH:46][CH:45]=1)[C:36]1[CH:43]=[CH:42][C:39]([O:40][CH3:41])=[CH:38][CH:37]=1, predict the reaction product. The product is: [OH:17][CH2:16][C:14]1[CH:13]=[C:12]([C:25]2[C:26]3[C:31](=[CH:32][CH:33]=[CH:28][CH:27]=3)[CH:30]=[CH:29][CH:34]=2)[CH:11]=[C:10]([CH2:9][O:8][C:35]([C:52]2[CH:57]=[CH:56][CH:55]=[CH:54][CH:53]=2)([C:44]2[CH:51]=[CH:50][C:47]([O:48][CH3:49])=[CH:46][CH:45]=2)[C:36]2[CH:43]=[CH:42][C:39]([O:40][CH3:41])=[CH:38][CH:37]=2)[CH:15]=1. (4) Given the reactants [F:1][C:2]1[CH:3]=[C:4]([S:9](Cl)(=[O:11])=[O:10])[CH:5]=[CH:6][C:7]=1[F:8].Cl.[CH3:14][NH:15][CH3:16].C(N(CC)CC)C.O, predict the reaction product. The product is: [F:1][C:2]1[CH:3]=[C:4]([S:9]([N:15]([CH3:16])[CH3:14])(=[O:11])=[O:10])[CH:5]=[CH:6][C:7]=1[F:8].